This data is from TCR-epitope binding with 47,182 pairs between 192 epitopes and 23,139 TCRs. The task is: Binary Classification. Given a T-cell receptor sequence (or CDR3 region) and an epitope sequence, predict whether binding occurs between them. (1) The epitope is RAKFKQLL. The TCR CDR3 sequence is CASSPSGANVLTF. Result: 1 (the TCR binds to the epitope). (2) The epitope is LLFGYPVYV. The TCR CDR3 sequence is CASSLLSPQETQYF. Result: 0 (the TCR does not bind to the epitope). (3) The epitope is KAYNVTQAF. The TCR CDR3 sequence is CASSLGGSINEQFF. Result: 1 (the TCR binds to the epitope). (4) The epitope is RAKFKQLL. The TCR CDR3 sequence is CASSLGDFLRTDTQYF. Result: 1 (the TCR binds to the epitope). (5) The epitope is YVFCTVNAL. The TCR CDR3 sequence is CASTPLNTGELFF. Result: 0 (the TCR does not bind to the epitope). (6) The epitope is ARMILMTHF. The TCR CDR3 sequence is CASSPGTTNTGELFF. Result: 1 (the TCR binds to the epitope). (7) The epitope is KLGGALQAK. The TCR CDR3 sequence is CASSQGTVNTEAFF. Result: 0 (the TCR does not bind to the epitope).